From a dataset of Reaction yield outcomes from USPTO patents with 853,638 reactions. Predict the reaction yield, written as a fraction of the theoretical maximum amount of product (1.0 means a 100% yield; for example, 0.34 means a 34% yield). (1) The yield is 0.660. The catalyst is C(#N)C. The reactants are N[C:2]1[CH:3]=[C:4]2[C:9](=[CH:10][CH:11]=1)[C:7](=[O:8])[O:6][CH2:5]2.C=O.[C:14]([BH3-])#[N:15].[Na+].[CH3:18]C(O)=O. The product is [CH3:18][N:15]([CH3:14])[C:2]1[CH:3]=[C:4]2[C:9](=[CH:10][CH:11]=1)[C:7](=[O:8])[O:6][CH2:5]2. (2) The reactants are [CH3:1][C:2]([CH3:17])([CH3:16])[C:3]#[C:4][C:5]1[CH:11]=[C:10]([N+:12]([O-:14])=[O:13])[C:9]([F:15])=[CH:8][C:6]=1[NH2:7].CCN(CC)CC.[C:25](Cl)(=[O:29])[CH2:26][CH2:27][CH3:28].O. The catalyst is ClCCl. The product is [CH3:1][C:2]([CH3:17])([CH3:16])[C:3]#[C:4][C:5]1[CH:11]=[C:10]([N+:12]([O-:14])=[O:13])[C:9]([F:15])=[CH:8][C:6]=1[NH:7][C:25](=[O:29])[CH2:26][CH2:27][CH3:28]. The yield is 0.670. (3) The reactants are N1C=CC=[CH:3][C:2]=1[S:7][S:8][C:9]1[CH:14]=[CH:13][CH:12]=[CH:11][N:10]=1.Cl.[NH2:16]CCS. The catalyst is CO.C(O)(=O)C. The product is [N:10]1[CH:11]=[CH:12][CH:13]=[CH:14][C:9]=1[S:8][S:7][CH2:2][CH2:3][NH2:16]. The yield is 0.740.